From a dataset of NCI-60 drug combinations with 297,098 pairs across 59 cell lines. Regression. Given two drug SMILES strings and cell line genomic features, predict the synergy score measuring deviation from expected non-interaction effect. (1) Drug 1: CC1=C(C=C(C=C1)NC2=NC=CC(=N2)N(C)C3=CC4=NN(C(=C4C=C3)C)C)S(=O)(=O)N.Cl. Drug 2: CN(CCCl)CCCl.Cl. Cell line: OVCAR3. Synergy scores: CSS=9.57, Synergy_ZIP=-1.88, Synergy_Bliss=3.11, Synergy_Loewe=-6.98, Synergy_HSA=1.03. (2) Drug 1: COC1=CC(=CC(=C1O)OC)C2C3C(COC3=O)C(C4=CC5=C(C=C24)OCO5)OC6C(C(C7C(O6)COC(O7)C8=CC=CS8)O)O. Drug 2: CC(C)CN1C=NC2=C1C3=CC=CC=C3N=C2N. Cell line: SNB-75. Synergy scores: CSS=22.4, Synergy_ZIP=-3.33, Synergy_Bliss=1.37, Synergy_Loewe=-8.77, Synergy_HSA=0.556. (3) Drug 1: C1=CC=C(C=C1)NC(=O)CCCCCCC(=O)NO. Drug 2: CC12CCC3C(C1CCC2OP(=O)(O)O)CCC4=C3C=CC(=C4)OC(=O)N(CCCl)CCCl.[Na+]. Cell line: MCF7. Synergy scores: CSS=4.49, Synergy_ZIP=2.10, Synergy_Bliss=2.56, Synergy_Loewe=-18.4, Synergy_HSA=-5.64. (4) Drug 1: CN(CCCl)CCCl.Cl. Drug 2: C1CN(P(=O)(OC1)NCCCl)CCCl. Cell line: TK-10. Synergy scores: CSS=21.0, Synergy_ZIP=-6.25, Synergy_Bliss=-3.27, Synergy_Loewe=-27.1, Synergy_HSA=-0.536. (5) Drug 1: C1=CC(=CC=C1C#N)C(C2=CC=C(C=C2)C#N)N3C=NC=N3. Drug 2: CS(=O)(=O)CCNCC1=CC=C(O1)C2=CC3=C(C=C2)N=CN=C3NC4=CC(=C(C=C4)OCC5=CC(=CC=C5)F)Cl. Cell line: SF-295. Synergy scores: CSS=-6.21, Synergy_ZIP=0.559, Synergy_Bliss=-2.72, Synergy_Loewe=-7.66, Synergy_HSA=-5.97. (6) Drug 1: CS(=O)(=O)C1=CC(=C(C=C1)C(=O)NC2=CC(=C(C=C2)Cl)C3=CC=CC=N3)Cl. Drug 2: CC1=C(C=C(C=C1)C(=O)NC2=CC(=CC(=C2)C(F)(F)F)N3C=C(N=C3)C)NC4=NC=CC(=N4)C5=CN=CC=C5. Cell line: PC-3. Synergy scores: CSS=10.5, Synergy_ZIP=8.52, Synergy_Bliss=7.51, Synergy_Loewe=10.4, Synergy_HSA=6.13. (7) Drug 1: C1C(C(OC1N2C=C(C(=O)NC2=O)F)CO)O. Drug 2: C1CN(P(=O)(OC1)NCCCl)CCCl. Cell line: SNB-19. Synergy scores: CSS=24.8, Synergy_ZIP=-7.29, Synergy_Bliss=-0.990, Synergy_Loewe=-85.2, Synergy_HSA=-1.18. (8) Drug 1: C1CCC(C1)C(CC#N)N2C=C(C=N2)C3=C4C=CNC4=NC=N3. Drug 2: CC(C)NC(=O)C1=CC=C(C=C1)CNNC.Cl. Cell line: KM12. Synergy scores: CSS=29.6, Synergy_ZIP=-2.75, Synergy_Bliss=-2.52, Synergy_Loewe=-16.5, Synergy_HSA=0.0782. (9) Drug 1: CC(C)CN1C=NC2=C1C3=CC=CC=C3N=C2N. Drug 2: C1C(C(OC1N2C=NC3=C2NC=NCC3O)CO)O. Cell line: SF-295. Synergy scores: CSS=0.582, Synergy_ZIP=0.634, Synergy_Bliss=1.40, Synergy_Loewe=-3.53, Synergy_HSA=-1.36.